From a dataset of Forward reaction prediction with 1.9M reactions from USPTO patents (1976-2016). Predict the product of the given reaction. (1) The product is: [C:1]([O:5][C:6]([NH:8][C:9]1[CH:14]=[CH:13][CH:12]=[CH:11][C:10]=1[NH:15][C:16](=[O:34])[C:17]1[CH:22]=[CH:21][C:20]([C:23]2[C:24]3[S:33][CH:32]=[CH:31][C:25]=3[N:26]=[C:27]([S:46]([CH3:36])(=[O:49])=[O:47])[N:28]=2)=[CH:19][CH:18]=1)=[O:7])([CH3:2])([CH3:3])[CH3:4]. Given the reactants [C:1]([O:5][C:6]([NH:8][C:9]1[CH:14]=[CH:13][CH:12]=[CH:11][C:10]=1[NH:15][C:16](=[O:34])[C:17]1[CH:22]=[CH:21][C:20]([C:23]2[C:24]3[S:33][CH:32]=[CH:31][C:25]=3[N:26]=[C:27](SC)[N:28]=2)=[CH:19][CH:18]=1)=[O:7])([CH3:4])([CH3:3])[CH3:2].Cl[C:36]1C=CC=C(C(OO)=O)C=1.[S:46](S([O-])=O)([O-:49])(=O)=[O:47].[Na+].[Na+].C(OCC)(=O)C, predict the reaction product. (2) The product is: [CH3:18][C:16]1([CH3:19])[C:15]2[C:10](=[CH:11][CH:12]=[C:13]([C:20]([F:23])([F:22])[F:21])[CH:14]=2)[NH:9][CH:8]([C:4]2[CH:3]=[C:2]([NH:24][C:25]([CH3:30])([CH3:29])[C:26]([OH:28])=[O:27])[CH:7]=[CH:6][CH:5]=2)[CH2:17]1. Given the reactants Br[C:2]1[CH:3]=[C:4]([CH:8]2[CH2:17][C:16]([CH3:19])([CH3:18])[C:15]3[C:10](=[CH:11][CH:12]=[C:13]([C:20]([F:23])([F:22])[F:21])[CH:14]=3)[NH:9]2)[CH:5]=[CH:6][CH:7]=1.[NH2:24][C:25]([CH3:30])([CH3:29])[C:26]([OH:28])=[O:27].C(=O)([O-])[O-].[K+].[K+], predict the reaction product.